From a dataset of Experimentally validated miRNA-target interactions with 360,000+ pairs, plus equal number of negative samples. Binary Classification. Given a miRNA mature sequence and a target amino acid sequence, predict their likelihood of interaction. (1) The miRNA is dme-miR-iab-8-5p with sequence UUACGUAUACUGAAGGUAUACCG. The protein sequence of the target gene is MSGDEMIFDPTMSKKKKKKKKPFMLDEEGDTQTEETQPSETKEVEPEPTEDKDLEADEEDTRKKDASDDLDDLNFFNQKKKKKKTKKIFDIDEAEEGVKDLKIESDVQEPTEPEDDLDIMLGNKKKKKKNVKFPDEDEILEKDEALEDEDNKKDDGISFSNQTGPAWAGSERDYTYEELLNRVFNIMREKNPDMVAGEKRKFVMKPPQVVRVGTKKTSFVNFTDICKLLHRQPKHLLAFLLAELGTSGSIDGNNQLVIKGRFQQKQIENVLRRYIKEYVTCHTCRSPDTILQKDTRLYFL.... Result: 0 (no interaction). (2) The miRNA is rno-miR-21-5p with sequence UAGCUUAUCAGACUGAUGUUGA. The protein sequence of the target gene is MNECHYDKRMDFFYNRSNTDTADEWTGTKLVIVLCVGTFFCLFIFFSNSLVIAAVITNRKFHFPFYYLLANLAAADFFAGIAYVFLMFNTGPVSKTLTVNRWFLRQGLLDTSLTASLANLLVIAVERHMSIMRMRVHSNLTKKRVTLLILLVWAIAIFMGAVPTLGWNCLCNISACSSLAPIYSRSYLIFWTVSNLLAFFIMVAVYVRIYMYVKRKTNVLSPHTSGSISRRRAPMKLMKTVMTVLGAFVVCWTPGLVVLLLDGLNCKQCNVQHVKRWFLLLALLNSVMNPIIYSYKDEDM.... Result: 0 (no interaction). (3) The miRNA is mmu-miR-466d-3p with sequence UAUACAUACACGCACACAUAG. The protein sequence of the target gene is MANRGPSYGLSREVQQKIEKQYDADLEQILIQWITTQCREDVGQPQPGRENFQKWLKDGTVLCKLINSLYPEGQAPVKKIQASSMAFKQMEQISQFLQAAERYGINTTDIFQTVDLWEGKNMACVQRTLMNLGGLAVARDDGLFSGDPNWFPKKSKENPRNFSDNQLQEGKNVIGLQMGTNRGASQAGMTGYGMPRQIL. Result: 0 (no interaction). (4) The miRNA is hsa-miR-6798-5p with sequence CCAGGGGGAUGGGCGAGCUUGGG. The protein sequence of the target gene is MAAAPRAGRRRGQPLLALLLLLLAPLPPGAPPGADAYFPEERWSPESPLQAPRVLIALLARNAAHALPTTLGALERLRHPRERTALWVATDHNMDNTSTVLREWLVAVKSLYHSVEWRPAEEPRSYPDEEGPKHWSDSRYEHVMKLRQAALKSARDMWADYILFVDADNLILNPDTLSLLIAENKTVVAPMLDSRAAYSNFWCGMTSQGYYKRTPAYIPIRKRDRRGCFAVPMVHSTFLIDLRKAASRNLAFYPPHPDYTWSFDDIIVFAFSCKQAEVQMYVCNKEEYGFLPVPLRAHST.... Result: 1 (interaction).